This data is from Forward reaction prediction with 1.9M reactions from USPTO patents (1976-2016). The task is: Predict the product of the given reaction. (1) Given the reactants Cl.[NH2:2][CH:3]1[CH2:8][CH2:7][N:6]([CH2:9][CH2:10][C:11]2[C:12]([F:23])=[CH:13][CH:14]=[C:15]3[C:20]=2[N:19]([CH3:21])[C:18](=[O:22])[CH:17]=[CH:16]3)[CH2:5][CH2:4]1.[O:24]=[C:25]1[CH2:30][S:29][C:28]2[N:31]=[N:32][C:33]([CH:35]=O)=[CH:34][C:27]=2[NH:26]1.[C:37]([O-:40])(=[O:39])[CH3:38].[Na+], predict the reaction product. The product is: [C:18]([OH:22])(=[O:24])/[CH:17]=[CH:38]/[C:37]([OH:40])=[O:39].[F:23][C:12]1[C:11]([CH2:10][CH2:9][N:6]2[CH2:7][CH2:8][CH:3]([N:2]([CH2:35][C:33]3[N:32]=[N:31][C:28]4[S:29][CH2:30][C:25](=[O:24])[NH:26][C:27]=4[CH:34]=3)[CH3:37])[CH2:4][CH2:5]2)=[C:20]2[C:15]([CH:16]=[CH:17][C:18](=[O:22])[N:19]2[CH3:21])=[CH:14][CH:13]=1. (2) Given the reactants [CH2:1]([NH:8][C:9]([C:11]1[CH:15]=[CH:14][O:13][C:12]=1[NH:16][C:17](=[O:23])OC(C)(C)C)=[O:10])[C:2]1[CH:7]=[CH:6][CH:5]=[CH:4][CH:3]=1.Cl.[C:25](Cl)(=O)[CH2:26][CH2:27]C, predict the reaction product. The product is: [CH2:1]([NH:8][C:9]([C:11]1[CH:15]=[CH:14][O:13][C:12]=1[NH:16][C:17](=[O:23])[CH2:25][CH2:26][CH3:27])=[O:10])[C:2]1[CH:3]=[CH:4][CH:5]=[CH:6][CH:7]=1. (3) Given the reactants ClC1C(F)=CC(F)=C(C=1)C(NS(C)(=O)=O)=O.[Cl:17][C:18]1[C:19](F)=[CH:20][C:21]([F:33])=[C:22]([CH:32]=1)[C:23]([NH:25][S:26](=[O:31])(=[O:30])[N:27]([CH3:29])[CH3:28])=[O:24].C12(CO)CC3CC(CC(C3)C1)C2.[CH2:47]1[C:52]2([CH2:57][CH2:56][CH2:55][CH2:54][CH2:53]2)[CH2:51][CH2:50][CH:49]([OH:58])[CH2:48]1, predict the reaction product. The product is: [Cl:17][C:18]1[C:19]([O:58][CH:49]2[CH2:48][CH2:47][C:52]3([CH2:53][CH2:54][CH2:55][CH2:56][CH2:57]3)[CH2:51][CH2:50]2)=[CH:20][C:21]([F:33])=[C:22]([CH:32]=1)[C:23]([NH:25][S:26](=[O:31])(=[O:30])[N:27]([CH3:29])[CH3:28])=[O:24]. (4) Given the reactants [F:1][C:2]([F:28])([F:27])[C:3]([CH2:18][NH:19]CC1C=CC=CC=1)([OH:17])[CH2:4][C:5]([C:8]1[CH:13]=[C:12]([F:14])[CH:11]=[CH:10][C:9]=1[O:15][CH3:16])([CH3:7])[CH3:6].[H][H], predict the reaction product. The product is: [NH2:19][CH2:18][C:3]([OH:17])([CH2:4][C:5]([C:8]1[CH:13]=[C:12]([F:14])[CH:11]=[CH:10][C:9]=1[O:15][CH3:16])([CH3:7])[CH3:6])[C:2]([F:28])([F:27])[F:1]. (5) Given the reactants [Na].[CH3:2][O:3][CH:4]([O:12]C)[C:5](=[CH:10]O)[C:6](OC)=O.C(O)C.O.[NH2:18][NH2:19], predict the reaction product. The product is: [CH3:2][O:3][C:4]([C:5]1[CH:10]=[N:18][NH:19][CH:6]=1)=[O:12]. (6) Given the reactants [F:1][C:2]1[N:10]=[C:9]2[C:5]([NH:6][CH:7]=[N:8]2)=[C:4]([Cl:11])[N:3]=1.[C:12]1(B(O)O)[CH:17]=[CH:16][CH:15]=[CH:14][CH:13]=1.C(N(CC)CC)C, predict the reaction product. The product is: [F:1][C:2]1[N:10]=[C:9]2[C:5]([N:6]=[CH:7][N:8]2[C:12]2[CH:17]=[CH:16][CH:15]=[CH:14][CH:13]=2)=[C:4]([Cl:11])[N:3]=1.